Dataset: TCR-epitope binding with 47,182 pairs between 192 epitopes and 23,139 TCRs. Task: Binary Classification. Given a T-cell receptor sequence (or CDR3 region) and an epitope sequence, predict whether binding occurs between them. (1) The epitope is KLGGALQAK. The TCR CDR3 sequence is CASSLGGPGGGNTEAFF. Result: 1 (the TCR binds to the epitope). (2) The epitope is KTSVDCTMYI. The TCR CDR3 sequence is CASSPPGDGYTF. Result: 0 (the TCR does not bind to the epitope).